From a dataset of Catalyst prediction with 721,799 reactions and 888 catalyst types from USPTO. Predict which catalyst facilitates the given reaction. (1) Reactant: [CH3:1][N:2]1[CH:6]=[C:5]([C:7]2[CH:12]=[CH:11][C:10]([C:13]3[C:22]4[C:17](=[CH:18][CH:19]=[C:20]([S:23][CH3:24])[CH:21]=4)[CH:16]=[N:15][CH:14]=3)=[CH:9][CH:8]=2)[CH:4]=[N:3]1.C[OH:26]. Product: [CH3:24][S:23]([C:20]1[CH:21]=[C:22]2[C:17](=[CH:18][CH:19]=1)[CH:16]=[N:15][CH:14]=[C:13]2[C:10]1[CH:11]=[CH:12][C:7]([C:5]2[CH:4]=[N:3][N:2]([CH3:1])[CH:6]=2)=[CH:8][CH:9]=1)=[O:26]. The catalyst class is: 6. (2) Reactant: [CH2:1]([O:5][CH2:6][CH2:7][O:8][C:9]1[CH:14]=[CH:13][C:12]([C:15]2[CH:16]=[CH:17][C:18]3[N:24]([CH2:25][CH:26]([CH3:28])[CH3:27])[CH2:23][CH2:22][C:21]([C:29]([NH:31][C:32]4[CH:37]=[CH:36][C:35]([S:38][CH2:39][C:40]5[O:41][C:42]([CH3:45])=[N:43][N:44]=5)=[CH:34][CH:33]=4)=[O:30])=[CH:20][C:19]=3[CH:46]=2)=[CH:11][CH:10]=1)[CH2:2][CH2:3][CH3:4].ClC1C=CC=C(C(OO)=[O:55])C=1.S([O-])([O-])(=O)=S.[Na+].[Na+]. The catalyst class is: 2. Product: [CH2:1]([O:5][CH2:6][CH2:7][O:8][C:9]1[CH:14]=[CH:13][C:12]([C:15]2[CH:16]=[CH:17][C:18]3[N:24]([CH2:25][CH:26]([CH3:27])[CH3:28])[CH2:23][CH2:22][C:21]([C:29]([NH:31][C:32]4[CH:33]=[CH:34][C:35]([S:38]([CH2:39][C:40]5[O:41][C:42]([CH3:45])=[N:43][N:44]=5)=[O:55])=[CH:36][CH:37]=4)=[O:30])=[CH:20][C:19]=3[CH:46]=2)=[CH:11][CH:10]=1)[CH2:2][CH2:3][CH3:4]. (3) Reactant: [C:1](=[O:17])([O:7][C:8]1[CH:13]=[CH:12][C:11]([N+]([O-])=O)=CC=1)OCCCC.[NH2:18][C:19](=[NH:49])[C:20]1[CH:48]=[CH:47][C:23]([O:24][CH2:25][CH2:26][CH2:27][CH:28]2[CH2:33][CH2:32][N:31]([CH2:34][CH2:35][CH2:36][O:37][C:38]3[CH:46]=[CH:45][C:41]([C:42]([NH2:44])=[NH:43])=[CH:40][CH:39]=3)[CH2:30][CH2:29]2)=[CH:22][CH:21]=1.C(Cl)(Cl)Cl.[OH2:54]. Product: [NH2:49][C:19](=[N:18][C:1]([O:7][CH2:8][CH2:13][CH2:12][CH3:11])=[O:17])[C:20]1[CH:48]=[CH:47][C:23]([O:24][CH2:25][CH2:26][CH2:27][CH:28]2[CH2:33][CH2:32][N:31]([CH2:34][CH2:35][CH2:36][O:37][C:38]3[CH:39]=[CH:40][C:41]([C:42]([NH2:44])=[N:43][C:1]([O:7][CH2:8][CH2:13][CH2:12][CH3:11])=[O:54])=[CH:45][CH:46]=3)[CH2:30][CH2:29]2)=[CH:22][CH:21]=1. The catalyst class is: 9. (4) Reactant: [I:1][C:2]1[CH:3]=[C:4]([CH2:14][O:15][C:16]2[CH:21]=[CH:20][C:19]([CH2:22][CH2:23][C:24]([O:26]CC)=[O:25])=[C:18]([CH3:29])[C:17]=2[CH3:30])[C:5]2[O:9][C:8]([CH2:10][CH2:11][CH3:12])=[CH:7][C:6]=2[CH:13]=1.[Li+].[OH-]. Product: [I:1][C:2]1[CH:3]=[C:4]([CH2:14][O:15][C:16]2[CH:21]=[CH:20][C:19]([CH2:22][CH2:23][C:24]([OH:26])=[O:25])=[C:18]([CH3:29])[C:17]=2[CH3:30])[C:5]2[O:9][C:8]([CH2:10][CH2:11][CH3:12])=[CH:7][C:6]=2[CH:13]=1. The catalyst class is: 30. (5) Reactant: C([O:3][C:4](=[O:44])[CH2:5][C:6]1[CH:7]=[N:8][C:9]([C:12]2[CH:17]=[CH:16][C:15]([C:18]([CH2:41][CH3:42])([C:21]3[CH:26]=[CH:25][C:24]([C:27]#[C:28][C:29]4([O:35][Si](C)(C)C)[CH2:34][CH2:33][CH2:32][CH2:31][CH2:30]4)=[C:23]([CH3:40])[CH:22]=3)[CH2:19][CH3:20])=[CH:14][C:13]=2[CH3:43])=[CH:10][CH:11]=1)C.[F-].C([N+](CCCC)(CCCC)CCCC)CCC. Product: [CH2:19]([C:18]([C:15]1[CH:16]=[CH:17][C:12]([C:9]2[N:8]=[CH:7][C:6]([CH2:5][C:4]([OH:44])=[O:3])=[CH:11][CH:10]=2)=[C:13]([CH3:43])[CH:14]=1)([C:21]1[CH:26]=[CH:25][C:24]([C:27]#[C:28][C:29]2([OH:35])[CH2:34][CH2:33][CH2:32][CH2:31][CH2:30]2)=[C:23]([CH3:40])[CH:22]=1)[CH2:41][CH3:42])[CH3:20]. The catalyst class is: 7. (6) Reactant: Cl[C:2]1[N:3]=[C:4]([N:23]2[CH2:28][CH2:27][O:26][CH2:25][CH2:24]2)[C:5]2[S:10][C:9]([CH2:11][N:12]3[CH2:17][CH2:16][N:15]([S:18]([CH3:21])(=[O:20])=[O:19])[CH2:14][CH2:13]3)=[C:8]([CH3:22])[C:6]=2[N:7]=1.[CH3:29][S-:30].[Na+].CN(C=O)C. Product: [CH3:22][C:8]1[C:6]2[N:7]=[C:2]([S:30][CH3:29])[N:3]=[C:4]([N:23]3[CH2:28][CH2:27][O:26][CH2:25][CH2:24]3)[C:5]=2[S:10][C:9]=1[CH2:11][N:12]1[CH2:17][CH2:16][N:15]([S:18]([CH3:21])(=[O:20])=[O:19])[CH2:14][CH2:13]1. The catalyst class is: 11. (7) Reactant: [CH3:1][N:2]([CH3:10])[C:3]([C@@H:5]1[CH2:9][CH2:8][CH2:7][NH:6]1)=[O:4].Br[CH2:12][CH2:13][CH2:14][OH:15].C(=O)([O-])[O-].[K+].[K+]. Product: [OH:15][CH2:14][CH2:13][CH2:12][N:6]1[CH2:7][CH2:8][CH2:9][C@H:5]1[C:3](=[O:4])[N:2]([CH3:10])[CH3:1]. The catalyst class is: 10.